This data is from Full USPTO retrosynthesis dataset with 1.9M reactions from patents (1976-2016). The task is: Predict the reactants needed to synthesize the given product. (1) Given the product [Cl:1][C:2]1[CH:11]=[C:10]2[C:5]([CH:6]=[CH:7][C:8]([CH3:12])=[N:9]2)=[CH:4][C:3]=1[OH:13], predict the reactants needed to synthesize it. The reactants are: [Cl:1][C:2]1[CH:11]=[C:10]2[C:5]([CH:6]=[CH:7][C:8]([CH3:12])=[N:9]2)=[CH:4][C:3]=1[O:13]C.B(Br)(Br)Br. (2) Given the product [CH3:28][C:23]1([CH3:29])[C:24]([CH3:27])([CH3:26])[O:25][B:21]([C:2]2[CH:7]=[CH:6][C:5]([C:8]3[N:9]=[N:10][N:11]([CH2:13][O:14][CH2:15][CH2:16][Si:17]([CH3:20])([CH3:19])[CH3:18])[CH:12]=3)=[CH:4][CH:3]=2)[O:22]1, predict the reactants needed to synthesize it. The reactants are: Br[C:2]1[CH:7]=[CH:6][C:5]([C:8]2[N:9]=[N:10][N:11]([CH2:13][O:14][CH2:15][CH2:16][Si:17]([CH3:20])([CH3:19])[CH3:18])[CH:12]=2)=[CH:4][CH:3]=1.[B:21]1([B:21]2[O:25][C:24]([CH3:27])([CH3:26])[C:23]([CH3:29])([CH3:28])[O:22]2)[O:25][C:24]([CH3:27])([CH3:26])[C:23]([CH3:29])([CH3:28])[O:22]1.CC([O-])=O.[K+]. (3) Given the product [NH2:23][CH2:24][C:25]([N:27]([C:19]1[CH:20]=[CH:21][C:16]([N:14]2[CH:15]=[C:11]([CH2:10][NH:9][C:7]([C:5]3[S:6][C:2]([Cl:1])=[CH:3][CH:4]=3)=[O:8])[N:12]=[N:13]2)=[CH:17][CH:18]=1)[CH3:28])=[O:26], predict the reactants needed to synthesize it. The reactants are: [Cl:1][C:2]1[S:6][C:5]([C:7]([NH:9][CH2:10][C:11]2[N:12]=[N:13][N:14]([C:16]3[CH:21]=[CH:20][C:19](I)=[CH:18][CH:17]=3)[CH:15]=2)=[O:8])=[CH:4][CH:3]=1.[NH2:23][CH2:24][C:25]([NH:27][CH3:28])=[O:26].Cl.CNCCNC.C(=O)([O-])[O-].[Cs+].[Cs+].